Dataset: Peptide-MHC class I binding affinity with 185,985 pairs from IEDB/IMGT. Task: Regression. Given a peptide amino acid sequence and an MHC pseudo amino acid sequence, predict their binding affinity value. This is MHC class I binding data. The MHC is HLA-B08:01 with pseudo-sequence HLA-B08:01. The binding affinity (normalized) is 0.213. The peptide sequence is EVRKAIEFV.